This data is from Forward reaction prediction with 1.9M reactions from USPTO patents (1976-2016). The task is: Predict the product of the given reaction. (1) Given the reactants [CH2:1]([O:8][C:9](=[O:23])[CH2:10][C@@H:11]([C:20]([OH:22])=O)[NH:12][C:13]([O:15][C:16]([CH3:19])([CH3:18])[CH3:17])=[O:14])[C:2]1[CH:7]=[CH:6][CH:5]=[CH:4][CH:3]=1.[C:24]1([CH:30]([NH2:34])[CH2:31][CH2:32][CH3:33])[CH:29]=[CH:28][CH:27]=[CH:26][CH:25]=1.CCN=C=NCCCN(C)C.Cl.ON1C2C=CC=CC=2N=N1, predict the reaction product. The product is: [CH2:1]([O:8][C:9](=[O:23])[CH2:10][C@@H:11]([C:20]([NH:34][CH:30]([C:24]1[CH:29]=[CH:28][CH:27]=[CH:26][CH:25]=1)[CH2:31][CH2:32][CH3:33])=[O:22])[NH:12][C:13]([O:15][C:16]([CH3:17])([CH3:18])[CH3:19])=[O:14])[C:2]1[CH:3]=[CH:4][CH:5]=[CH:6][CH:7]=1. (2) The product is: [S:35]1[CH:36]=[C:32]([CH2:31][N:21]([C@@H:22]([CH3:30])[CH:23]([O:27][CH2:28][CH3:29])[O:24][CH2:25][CH3:26])[C:19](=[O:20])[C@@H:18]([NH:17][C:13](=[O:15])[CH2:12][O:11][NH:10][C:9]([NH:8][CH2:7][C:4]2[CH:3]=[CH:2][N:1]=[CH:6][CH:5]=2)=[O:16])[CH3:41])[C:33]2[CH:40]=[CH:39][CH:38]=[CH:37][C:34]1=2. Given the reactants [N:1]1[CH:6]=[CH:5][C:4]([CH2:7][NH:8][C:9](=[O:16])[NH:10][O:11][CH2:12][C:13]([OH:15])=O)=[CH:3][CH:2]=1.[NH2:17][C@@H:18]([CH3:41])[C:19]([N:21]([CH2:31][C:32]1[C:33]2[CH:40]=[CH:39][CH:38]=[CH:37][C:34]=2[S:35][CH:36]=1)[C@@H:22]([CH3:30])[CH:23]([O:27][CH2:28][CH3:29])[O:24][CH2:25][CH3:26])=[O:20], predict the reaction product. (3) The product is: [Br:1][C:2]1[CH:3]=[C:4]2[C:10]([C:11]3[N:12]([CH2:16][CH3:17])[N:13]=[CH:14][CH:15]=3)=[CH:9][N:8]([CH2:27][O:26][C:20](=[O:25])[C:21]([CH3:24])([CH3:23])[CH3:22])[C:5]2=[N:6][CH:7]=1. Given the reactants [Br:1][C:2]1[CH:3]=[C:4]2[C:10]([C:11]3[N:12]([CH2:16][CH3:17])[N:13]=[CH:14][CH:15]=3)=[CH:9][NH:8][C:5]2=[N:6][CH:7]=1.[H-].[Na+].[C:20]([O:26][CH2:27]Cl)(=[O:25])[C:21]([CH3:24])([CH3:23])[CH3:22], predict the reaction product. (4) Given the reactants [CH3:1][C:2]12[CH2:12][CH:6]3[CH2:7][C:8]([CH3:11])([CH2:10][C:4]([C:13](O)=[O:14])([CH2:5]3)[CH2:3]1)[CH2:9]2.[S:16]1[CH:20]=[CH:19][CH:18]=[C:17]1[CH2:21][NH2:22].C(N(CC)CC)C.CCN=C=NCCCN(C)C, predict the reaction product. The product is: [S:16]1[CH:20]=[CH:19][CH:18]=[C:17]1[CH2:21][NH:22][C:13]([C:4]12[CH2:10][C:8]3([CH3:11])[CH2:7][CH:6]([CH2:12][C:2]([CH3:1])([CH2:9]3)[CH2:3]1)[CH2:5]2)=[O:14]. (5) The product is: [C:1]([NH:4][C:5]1[CH:10]=[C:9]([C:11]2[S:15][C:14]([C:16]([NH2:31])=[O:18])=[C:13]([CH2:19][C:20]3[CH:21]=[CH:22][C:23]([Cl:26])=[CH:24][CH:25]=3)[C:12]=2[C:27]#[N:28])[CH:8]=[CH:7][N:6]=1)(=[O:3])[CH3:2]. Given the reactants [C:1]([NH:4][C:5]1[CH:10]=[C:9]([C:11]2[S:15][C:14]([C:16]([OH:18])=O)=[C:13]([CH2:19][C:20]3[CH:25]=[CH:24][C:23]([Cl:26])=[CH:22][CH:21]=3)[C:12]=2[C:27]#[N:28])[CH:8]=[CH:7][N:6]=1)(=[O:3])[CH3:2].Cl.C[N:31](C)CCCN=C=NCC.O.ON1C2C=CC=CC=2N=N1.[OH-].[NH4+], predict the reaction product. (6) Given the reactants [NH:1]1[C:5]([CH2:6][C:7]([N:9]2[C@H:13]([C:14](=[O:30])[NH:15][C:16]3[CH:21]=[CH:20][C:19]([O:22][C:23]4[CH:28]=[CH:27][C:26]([F:29])=[CH:25][CH:24]=4)=[CH:18][CH:17]=3)[CH2:12][C@@H:11]([NH:31]C(=O)OCC3C=CC=CC=3)[CH2:10]2)=[O:8])=[CH:4][N:3]=[CH:2]1, predict the reaction product. The product is: [NH:1]1[C:5]([CH2:6][C:7]([N:9]2[CH2:10][C@H:11]([NH2:31])[CH2:12][C@H:13]2[C:14]([NH:15][C:16]2[CH:17]=[CH:18][C:19]([O:22][C:23]3[CH:24]=[CH:25][C:26]([F:29])=[CH:27][CH:28]=3)=[CH:20][CH:21]=2)=[O:30])=[O:8])=[CH:4][N:3]=[CH:2]1.